This data is from Full USPTO retrosynthesis dataset with 1.9M reactions from patents (1976-2016). The task is: Predict the reactants needed to synthesize the given product. (1) Given the product [C:9]([C:6]1[CH:5]=[C:4]([N+:1]([O-:3])=[O:2])[N:8]([NH2:26])[N:7]=1)([O:11][C:36]([CH3:39])([CH3:38])[CH3:37])=[O:10], predict the reactants needed to synthesize it. The reactants are: [N+:1]([C:4]1[NH:8][N:7]=[C:6]([C:9]([OH:11])=[O:10])[CH:5]=1)([O-:3])=[O:2].C1C=CC(P([N:26]=[N+]=[N-])(C2C=CC=CC=2)=O)=CC=1.C(N(CC)CC)C.[C:36](O)([CH3:39])([CH3:38])[CH3:37]. (2) Given the product [CH:16]1([N:7]2[CH2:8][C:9]([F:15])([F:14])[C:10](=[O:13])[N:11]([CH3:12])[C:5]3[CH:4]=[N:3][C:2]([NH:21][C:22]4[CH:30]=[CH:29][C:25]([C:26]([OH:28])=[O:27])=[CH:24][C:23]=4[O:31][CH3:32])=[N:20][C:6]2=3)[CH2:19][CH2:18][CH2:17]1, predict the reactants needed to synthesize it. The reactants are: Cl[C:2]1[N:3]=[CH:4][C:5]2[N:11]([CH3:12])[C:10](=[O:13])[C:9]([F:15])([F:14])[CH2:8][N:7]([CH:16]3[CH2:19][CH2:18][CH2:17]3)[C:6]=2[N:20]=1.[NH2:21][C:22]1[CH:30]=[CH:29][C:25]([C:26]([OH:28])=[O:27])=[CH:24][C:23]=1[O:31][CH3:32]. (3) Given the product [Br:1][C:2]1[CH:3]=[C:4]([NH2:9])[C:5]([NH2:8])=[N:6][CH:7]=1, predict the reactants needed to synthesize it. The reactants are: [Br:1][C:2]1[CH:3]=[C:4]([N+:9]([O-])=O)[C:5]([NH2:8])=[N:6][CH:7]=1.C(OCC)(=O)C.O.O.[Sn](Cl)(Cl)(Cl)Cl.[BH4-].[Na+]. (4) Given the product [Br:1][C:2]1[CH:3]=[C:4]([CH2:28][CH:29]([OH:34])[C:30]([O:32][CH3:33])=[O:31])[CH:5]=[C:6]([Br:27])[C:7]=1[O:8][C:9]1[CH:14]=[C:13]([CH2:15][CH2:16][C:17]2[CH:18]=[CH:19][N:20]=[CH:21][CH:22]=2)[C:12]([OH:23])=[C:11]([CH:24]([CH3:26])[CH3:25])[CH:10]=1, predict the reactants needed to synthesize it. The reactants are: [Br:1][C:2]1[CH:3]=[C:4]([CH2:28][CH:29]([OH:34])[C:30]([O:32][CH3:33])=[O:31])[CH:5]=[C:6]([Br:27])[C:7]=1[O:8][C:9]1[CH:14]=[C:13](/[CH:15]=[CH:16]/[C:17]2[CH:22]=[CH:21][N:20]=[CH:19][CH:18]=2)[C:12]([OH:23])=[C:11]([CH:24]([CH3:26])[CH3:25])[CH:10]=1. (5) Given the product [C:30]12([NH:29][C:28]([C:26]3[C:25]([F:36])=[CH:24][C:23]([F:37])=[C:22]([C:21]4[C:2]([NH:1][CH2:38][CH3:39])=[CH:3][C:4]5[O:8][C:7]([C:9]6[CH:14]=[CH:13][C:12]([F:15])=[CH:11][CH:10]=6)=[C:6]([C:16]([NH:18][CH3:19])=[O:17])[C:5]=5[CH:20]=4)[CH:27]=3)=[O:35])[CH2:34][CH:32]([CH2:33]1)[CH2:31]2, predict the reactants needed to synthesize it. The reactants are: [NH2:1][C:2]1[C:21]([C:22]2[CH:27]=[C:26]([C:28](=[O:35])[NH:29][C:30]34[CH2:34][CH:32]([CH2:33]3)[CH2:31]4)[C:25]([F:36])=[CH:24][C:23]=2[F:37])=[CH:20][C:5]2[C:6]([C:16]([NH:18][CH3:19])=[O:17])=[C:7]([C:9]3[CH:14]=[CH:13][C:12]([F:15])=[CH:11][CH:10]=3)[O:8][C:4]=2[CH:3]=1.[CH2:38]1COC[CH2:39]1.C(=O)C.C([BH3-])#N.[Na+]. (6) Given the product [Cl:9][C:4]1[CH:3]=[C:2]([CH:7]=[CH:6][C:5]=1[F:8])[C:14]([C@@H:16]1[CH2:21][CH2:20][CH2:19][N:18]([C:22]([O:24][C:25]([CH3:28])([CH3:27])[CH3:26])=[O:23])[CH2:17]1)=[O:15], predict the reactants needed to synthesize it. The reactants are: Br[C:2]1[CH:7]=[CH:6][C:5]([F:8])=[C:4]([Cl:9])[CH:3]=1.[Mg].CON(C)[C:14]([C@@H:16]1[CH2:21][CH2:20][CH2:19][N:18]([C:22]([O:24][C:25]([CH3:28])([CH3:27])[CH3:26])=[O:23])[CH2:17]1)=[O:15]. (7) Given the product [C:1]1([CH3:16])[CH:6]=[CH:5][CH:4]=[C:3]([C:7]2[O:8][C:9]3[CH2:14][CH2:13][N:12]([C:27]4[N:34]=[CH:33][CH:32]=[CH:31][C:28]=4[C:29]#[N:30])[CH2:11][C:10]=3[N:15]=2)[CH:2]=1, predict the reactants needed to synthesize it. The reactants are: [C:1]1([CH3:16])[CH:6]=[CH:5][CH:4]=[C:3]([C:7]2[O:8][C:9]3[CH2:14][CH2:13][NH:12][CH2:11][C:10]=3[N:15]=2)[CH:2]=1.CCN(C(C)C)C(C)C.Cl[C:27]1[N:34]=[CH:33][CH:32]=[CH:31][C:28]=1[C:29]#[N:30]. (8) Given the product [CH2:1]([N:8]([C@H:19]([C:21]1[CH:22]=[CH:23][CH:24]=[CH:25][CH:26]=1)[CH3:20])[C@@H:9]([CH3:18])[CH2:10][CH2:11][OH:12])[C:2]1[CH:3]=[CH:4][CH:5]=[CH:6][CH:7]=1, predict the reactants needed to synthesize it. The reactants are: [CH2:1]([N:8]([C@H:19]([C:21]1[CH:26]=[CH:25][CH:24]=[CH:23][CH:22]=1)[CH3:20])[C@@H:9]([CH3:18])[CH2:10][C:11](OC(C)(C)C)=[O:12])[C:2]1[CH:7]=[CH:6][CH:5]=[CH:4][CH:3]=1.[H-].[Al+3].[Li+].[H-].[H-].[H-].